Dataset: Full USPTO retrosynthesis dataset with 1.9M reactions from patents (1976-2016). Task: Predict the reactants needed to synthesize the given product. Given the product [CH:1]1([NH:6][C:7](=[O:41])[C:8]2[CH:13]=[CH:12][C:11]([C:14]3[S:18][C:17]4[CH:19]=[C:20]([OH:23])[CH:21]=[CH:22][C:16]=4[C:15]=3[O:25][C:26]3[CH:31]=[CH:30][C:29]([O:32][CH2:33][CH2:34][N:35]4[CH2:36][CH2:37][CH2:38][CH2:39][CH2:40]4)=[CH:28][CH:27]=3)=[CH:10][CH:9]=2)[CH2:2][CH2:3][CH2:4][CH2:5]1, predict the reactants needed to synthesize it. The reactants are: [CH:1]1([NH:6][C:7](=[O:41])[C:8]2[CH:13]=[CH:12][C:11]([C:14]3[S:18][C:17]4[CH:19]=[C:20]([O:23]C)[CH:21]=[CH:22][C:16]=4[C:15]=3[O:25][C:26]3[CH:31]=[CH:30][C:29]([O:32][CH2:33][CH2:34][N:35]4[CH2:40][CH2:39][CH2:38][CH2:37][CH2:36]4)=[CH:28][CH:27]=3)=[CH:10][CH:9]=2)[CH2:5][CH2:4][CH2:3][CH2:2]1.Cl.CCOCC.B(Br)(Br)Br.